From a dataset of Reaction yield outcomes from USPTO patents with 853,638 reactions. Predict the reaction yield, written as a fraction of the theoretical maximum amount of product (1.0 means a 100% yield; for example, 0.34 means a 34% yield). (1) The reactants are [C:1]([C:3]1[CH:7]=[C:6]([C:8](=[O:27])[CH:9]([C:13]2[CH:18]=[CH:17][C:16]([N:19]3[CH:24]=[CH:23][CH:22]=[CH:21][C:20]3=[O:25])=[CH:15][C:14]=2[F:26])C([O-])=O)[N:5]([C:28]2[CH:33]=[CH:32][C:31]([O:34][CH3:35])=[CH:30][CH:29]=2)[N:4]=1)#[N:2].CO.S(O)(O)(=O)=O.C(=O)([O-])O. The catalyst is C(OCC)(=O)C. The product is [F:26][C:14]1[CH:15]=[C:16]([N:19]2[CH:24]=[CH:23][CH:22]=[CH:21][C:20]2=[O:25])[CH:17]=[CH:18][C:13]=1[CH2:9][C:8]([C:6]1[N:5]([C:28]2[CH:29]=[CH:30][C:31]([O:34][CH3:35])=[CH:32][CH:33]=2)[N:4]=[C:3]([C:1]#[N:2])[CH:7]=1)=[O:27]. The yield is 0.850. (2) The reactants are [CH3:1][C:2]([S:9][CH3:10])([CH3:8])[C:3]([O:5]CC)=O.[C:11](#[N:13])[CH3:12]. No catalyst specified. The product is [CH3:8][C:2]([S:9][CH3:10])([CH3:1])[C:3](=[O:5])[CH2:12][C:11]#[N:13]. The yield is 0.810. (3) The reactants are [F:1][C:2]1[CH:3]=[CH:4][C:5]([CH3:26])=[C:6]([C:8]2[CH:17]=[C:16]3[C:11]([CH:12]=[C:13]([NH:18][C:19]([CH:21]4[CH2:23][CH2:22]4)=[O:20])[N:14]=[CH:15]3)=[C:10]([CH2:24][OH:25])[N:9]=2)[CH:7]=1.CC(OI1(OC(C)=O)(OC(C)=O)OC(=O)C2C=CC=CC1=2)=O.C(Cl)Cl. The catalyst is C(OCC)(=O)C. The product is [F:1][C:2]1[CH:3]=[CH:4][C:5]([CH3:26])=[C:6]([C:8]2[CH:17]=[C:16]3[C:11]([CH:12]=[C:13]([NH:18][C:19]([CH:21]4[CH2:23][CH2:22]4)=[O:20])[N:14]=[CH:15]3)=[C:10]([CH:24]=[O:25])[N:9]=2)[CH:7]=1. The yield is 0.800. (4) The reactants are [NH:1]1[C:9]2[C:4](=[CH:5][CH:6]=[CH:7][CH:8]=2)[CH2:3][C:2]1=[O:10].[N+:11]([O-])([OH:13])=[O:12]. The catalyst is S(=O)(=O)(O)O. The product is [N+:11]([C:6]1[CH:5]=[C:4]2[C:9](=[CH:8][CH:7]=1)[NH:1][C:2](=[O:10])[CH2:3]2)([O-:13])=[O:12]. The yield is 0.700.